From a dataset of Forward reaction prediction with 1.9M reactions from USPTO patents (1976-2016). Predict the product of the given reaction. (1) Given the reactants C(OC(=O)[NH:7][C:8]1[CH:13]=[CH:12][C:11]([C:14]2[CH:19]=[CH:18][C:17]([F:20])=[CH:16][CH:15]=2)=[CH:10][C:9]=1[NH:21][C:22](=[O:35])[CH2:23][C:24]([C:26]1[CH:31]=[CH:30][CH:29]=[C:28]([N+:32]([O-:34])=[O:33])[CH:27]=1)=O)(C)(C)C.C(O)(C(F)(F)F)=O, predict the reaction product. The product is: [F:20][C:17]1[CH:18]=[CH:19][C:14]([C:11]2[CH:12]=[CH:13][C:8]3[N:7]=[C:24]([C:26]4[CH:31]=[CH:30][CH:29]=[C:28]([N+:32]([O-:34])=[O:33])[CH:27]=4)[CH2:23][C:22](=[O:35])[NH:21][C:9]=3[CH:10]=2)=[CH:15][CH:16]=1. (2) Given the reactants [N:1]1[C:10]2[C:5](=[CH:6][CH:7]=[CH:8][CH:9]=2)[CH:4]=[C:3]([C:11]#[C:12][CH2:13][OH:14])[CH:2]=1.[C:15]([O:22]C(OC(C)(C)C)=O)([O:17][C:18]([CH3:21])([CH3:20])[CH3:19])=[O:16].[OH-].[Na+], predict the reaction product. The product is: [N:1]1[C:10]2[C:5](=[CH:6][CH:7]=[CH:8][CH:9]=2)[CH:4]=[C:3]([C:11]#[C:12][CH2:13][OH:14])[CH:2]=1.[C:18]([O:17][C:15](=[O:16])[O-:22])([CH3:21])([CH3:20])[CH3:19]. (3) Given the reactants P([O:13][CH2:14][C@@H:15]1[CH2:19][CH2:18][CH2:17][N:16]1[CH2:20][CH2:21][CH2:22][O:23][C:24]1[CH:33]=[C:32]2[C:27]([C:28]([NH:34][C:35]3[CH:39]=[C:38]([CH2:40][C:41]([NH:43][C:44]4[CH:49]=[C:48]([F:50])[CH:47]=[C:46]([F:51])[CH:45]=4)=[O:42])[NH:37][N:36]=3)=[N:29][CH:30]=[N:31]2)=[CH:26][C:25]=1[O:52][CH3:53])(OC(C)(C)C)(OC(C)(C)C)=O.N1CCC[C@H]1CO, predict the reaction product. The product is: [F:50][C:48]1[CH:49]=[C:44]([NH:43][C:41](=[O:42])[CH2:40][C:38]2[NH:37][N:36]=[C:35]([NH:34][C:28]3[C:27]4[C:32](=[CH:33][C:24]([O:23][CH2:22][CH2:21][CH2:20][N:16]5[CH2:17][CH2:18][CH2:19][C@H:15]5[CH2:14][OH:13])=[C:25]([O:52][CH3:53])[CH:26]=4)[N:31]=[CH:30][N:29]=3)[CH:39]=2)[CH:45]=[C:46]([F:51])[CH:47]=1. (4) Given the reactants [OH:1][C:2]1[CH:3]=[C:4]([CH:7]=[CH:8][CH:9]=1)[CH:5]=[O:6].C(N(C(C)C)C(C)C)C.[CH3:19][O:20][CH2:21]Cl, predict the reaction product. The product is: [CH3:19][O:20][CH2:21][O:1][C:2]1[CH:3]=[C:4]([CH:7]=[CH:8][CH:9]=1)[CH:5]=[O:6]. (5) The product is: [Cl:25][C:19]1[CH:20]=[CH:21][CH:22]=[C:23]2[C:18]=1[C:17](=[O:26])[N:16]([C:27]1[CH:28]=[CH:29][CH:30]=[CH:31][CH:32]=1)[C:15]([C@@H:13]([NH:12][C:6]1[C:5]([N+:9]([O-:11])=[O:10])=[CH:4][N:3]=[C:2]([Cl:1])[N:7]=1)[CH3:14])=[CH:24]2. Given the reactants [Cl:1][C:2]1[N:7]=[C:6](Cl)[C:5]([N+:9]([O-:11])=[O:10])=[CH:4][N:3]=1.[NH2:12][C@H:13]([C:15]1[N:16]([C:27]2[CH:32]=[CH:31][CH:30]=[CH:29][CH:28]=2)[C:17](=[O:26])[C:18]2[C:23]([CH:24]=1)=[CH:22][CH:21]=[CH:20][C:19]=2[Cl:25])[CH3:14].CCN(C(C)C)C(C)C, predict the reaction product. (6) Given the reactants [Cl:1][C:2]1[CH:7]=[CH:6][C:5]([C:8]2[CH:9]=[N:10][CH:11]=[C:12]3[C:17]=2[N:16]=[C:15]([C:18]([OH:20])=O)[CH:14]=[CH:13]3)=[CH:4][CH:3]=1.C(N(CC)C(C)C)(C)C.F[P-](F)(F)(F)(F)F.N1(OC(N(C)C)=[N+](C)C)C2N=CC=CC=2N=N1.[NH:54]1[CH2:58][CH2:57][CH:56]([OH:59])[CH2:55]1, predict the reaction product. The product is: [Cl:1][C:2]1[CH:3]=[CH:4][C:5]([C:8]2[CH:9]=[N:10][CH:11]=[C:12]3[C:17]=2[N:16]=[C:15]([C:18]([N:54]2[CH2:58][CH2:57][CH:56]([OH:59])[CH2:55]2)=[O:20])[CH:14]=[CH:13]3)=[CH:6][CH:7]=1. (7) Given the reactants P(=O)([O-])OC([CH2:12][C:13]1[CH:18]=[CH:17][CH:16]=[CH:15][CH:14]=1)([CH2:12][C:13]1[CH:18]=[CH:17][CH:16]=[CH:15][CH:14]=1)O.N1[C:26]([CH3:27])=[CH:25][CH:24]=[CH:23][C:22]=1[CH3:28].FC(F)(F)S(OS(C(F)(F)F)(=O)=O)(=O)=[O:32], predict the reaction product. The product is: [CH2:28]([O:32][CH2:12][C:13]1[CH:14]=[CH:15][CH:16]=[CH:17][CH:18]=1)[C:22]1[CH:27]=[CH:26][CH:25]=[CH:24][CH:23]=1.